Predict which catalyst facilitates the given reaction. From a dataset of Catalyst prediction with 721,799 reactions and 888 catalyst types from USPTO. Reactant: [F:1][C:2]([CH3:29])([CH3:28])[CH2:3][N:4]1[CH2:9][CH2:8][CH:7]([CH2:10][O:11][C:12]2[CH:17]=[CH:16][C:15]([C:18]3[CH:23]=[CH:22][C:21]([C:24]([O:26]C)=[O:25])=[CH:20][CH:19]=3)=[CH:14][CH:13]=2)[CH2:6][CH2:5]1.CO.O.[Li+].[OH-]. Product: [F:1][C:2]([CH3:29])([CH3:28])[CH2:3][N:4]1[CH2:9][CH2:8][CH:7]([CH2:10][O:11][C:12]2[CH:17]=[CH:16][C:15]([C:18]3[CH:19]=[CH:20][C:21]([C:24]([OH:26])=[O:25])=[CH:22][CH:23]=3)=[CH:14][CH:13]=2)[CH2:6][CH2:5]1. The catalyst class is: 1.